This data is from Forward reaction prediction with 1.9M reactions from USPTO patents (1976-2016). The task is: Predict the product of the given reaction. (1) Given the reactants [Cl:1][C:2]1[CH:3]=[C:4]([S:14]([NH2:17])(=[O:16])=[O:15])[CH:5]=[N:6][C:7]=1[O:8][C@@H:9]1[CH2:13][CH2:12][NH:11][CH2:10]1.[F:18][CH:19]([F:22])[CH2:20]I.C(=O)([O-])[O-].[Na+].[Na+], predict the reaction product. The product is: [Cl:1][C:2]1[CH:3]=[C:4]([S:14]([NH2:17])(=[O:15])=[O:16])[CH:5]=[N:6][C:7]=1[O:8][C@@H:9]1[CH2:13][CH2:12][N:11]([CH2:20][CH:19]([F:22])[F:18])[CH2:10]1. (2) Given the reactants CC([Si:4]([CH:13]([CH3:15])[CH3:14])(C(C)C)[C:5]1[O:6][CH:7]=[CH:8][N:9]=1)C.[CH2:16]([Li])CCC.[B:21]([O:30][CH:31]([CH3:33])[CH3:32])([O:26][CH:27]([CH3:29])[CH3:28])OC(C)C.C[C:35](O)([C:37]([CH3:40])(O)[CH3:38])C.C(O)(=O)C.[C:46](OC)([CH3:49])([CH3:48])[CH3:47], predict the reaction product. The product is: [CH3:29][C:27]1([CH3:28])[O:26][B:21]([C:7]2[O:6][C:5]([Si:4]([C:46]([CH3:47])([CH3:48])[CH3:49])([C:37]([CH3:40])([CH3:38])[CH3:35])[C:13]([CH3:14])([CH3:15])[CH3:16])=[N:9][CH:8]=2)[O:30][C:31]1([CH3:32])[CH3:33]. (3) Given the reactants [CH3:1][NH:2][CH2:3][C:4]1[N:5]=[C:6]([CH2:9][N:10]2[CH2:14][CH2:13][CH2:12][CH2:11]2)[S:7][CH:8]=1.[CH:15]1([N:18]([CH2:32][C:33]2[O:34][CH:35]=[C:36]([C:38]([OH:40])=O)[N:37]=2)[S:19]([C:22]2[C:27]([CH3:28])=[CH:26][C:25]([O:29][CH3:30])=[CH:24][C:23]=2[CH3:31])(=[O:21])=[O:20])[CH2:17][CH2:16]1.CCN(C(C)C)C(C)C.CCN=C=NCCCN(C)C.C1C=C2N=NN(O)C2=CC=1.O, predict the reaction product. The product is: [CH:15]1([N:18]([CH2:32][C:33]2[O:34][CH:35]=[C:36]([C:38]([N:2]([CH3:1])[CH2:3][C:4]3[N:5]=[C:6]([CH2:9][N:10]4[CH2:14][CH2:13][CH2:12][CH2:11]4)[S:7][CH:8]=3)=[O:40])[N:37]=2)[S:19]([C:22]2[C:23]([CH3:31])=[CH:24][C:25]([O:29][CH3:30])=[CH:26][C:27]=2[CH3:28])(=[O:21])=[O:20])[CH2:17][CH2:16]1. (4) Given the reactants Cl[C:2]1[N:3]=[C:4]([N:23]2[CH2:28][CH2:27][O:26][CH2:25][CH2:24]2)[C:5]2[CH:10]=[C:9]([CH2:11][N:12]3[CH2:17][CH2:16][N:15]([C:18]([N:20]([CH3:22])[CH3:21])=[O:19])[CH2:14][CH2:13]3)[S:8][C:6]=2[N:7]=1.[N:29]1[CH:34]=[C:33](B(O)O)[CH:32]=[N:31][CH:30]=1, predict the reaction product. The product is: [CH3:21][N:20]([CH3:22])[C:18]([N:15]1[CH2:16][CH2:17][N:12]([CH2:11][C:9]2[S:8][C:6]3[N:7]=[C:2]([C:33]4[CH:34]=[N:29][CH:30]=[N:31][CH:32]=4)[N:3]=[C:4]([N:23]4[CH2:28][CH2:27][O:26][CH2:25][CH2:24]4)[C:5]=3[CH:10]=2)[CH2:13][CH2:14]1)=[O:19].